From a dataset of Catalyst prediction with 721,799 reactions and 888 catalyst types from USPTO. Predict which catalyst facilitates the given reaction. (1) Reactant: [Cl:1][C:2]1[CH:19]=[CH:18][CH:17]=[CH:16][C:3]=1[CH:4]=[CH:5][C:6]1[CH:15]=[CH:14][C:9]([C:10]([O:12]C)=[O:11])=[CH:8][CH:7]=1.[OH-].[Na+]. Product: [Cl:1][C:2]1[CH:19]=[CH:18][CH:17]=[CH:16][C:3]=1[CH:4]=[CH:5][C:6]1[CH:15]=[CH:14][C:9]([C:10]([OH:12])=[O:11])=[CH:8][CH:7]=1. The catalyst class is: 5. (2) Reactant: [CH:1]([N:4]1[CH2:9][CH2:8][N:7]([C:10]([C:12]2[CH:13]=[C:14]3[C:18](=[CH:19][CH:20]=2)[NH:17][C:16]([C:21](O)=[O:22])=[CH:15]3)=[O:11])[CH2:6][CH2:5]1)([CH3:3])[CH3:2].Cl.F[B-](F)(F)F.[N:30]1(OC(N(C)C)=[N+](C)C)[C:34]2C=[CH:36][CH:37]=[CH:38][C:33]=2N=N1.N1CCCCC1.C(N(CC)C(C)C)(C)C. Product: [CH:1]([N:4]1[CH2:9][CH2:8][N:7]([C:10]([C:12]2[CH:13]=[C:14]3[C:18](=[CH:19][CH:20]=2)[NH:17][C:16]([C:21]([N:30]2[CH2:36][CH2:37][CH2:38][CH2:33][CH2:34]2)=[O:22])=[CH:15]3)=[O:11])[CH2:6][CH2:5]1)([CH3:2])[CH3:3]. The catalyst class is: 9. (3) Reactant: [Br:1]Br.[Cl:3][C:4]1[CH:9]=[CH:8][CH:7]=[CH:6][C:5]=1[C:10](=[O:12])[CH3:11]. Product: [Br:1][CH2:11][C:10]([C:5]1[CH:6]=[CH:7][CH:8]=[CH:9][C:4]=1[Cl:3])=[O:12]. The catalyst class is: 15. (4) Reactant: FC(F)(F)C(O)=O.[Cl:8][C:9]1[CH:10]=[C:11](/[CH:20]=[C:21](/[C:23]2[CH:27]=[C:26]([CH3:28])[N:25]([CH2:29][C:30]3[CH:31]=[CH:32][C:33]([N:36](CC4C=CC(OC)=C(OC)C=4)[CH3:37])=[N:34][CH:35]=3)[N:24]=2)\[F:22])[CH:12]=[CH:13][C:14]=1[O:15][C:16]([F:19])([F:18])[F:17]. Product: [Cl:8][C:9]1[CH:10]=[C:11](/[CH:20]=[C:21](/[C:23]2[CH:27]=[C:26]([CH3:28])[N:25]([CH2:29][C:30]3[CH:31]=[CH:32][C:33]([NH:36][CH3:37])=[N:34][CH:35]=3)[N:24]=2)\[F:22])[CH:12]=[CH:13][C:14]=1[O:15][C:16]([F:17])([F:18])[F:19]. The catalyst class is: 4.